Dataset: Catalyst prediction with 721,799 reactions and 888 catalyst types from USPTO. Task: Predict which catalyst facilitates the given reaction. (1) Reactant: [CH2:1]([N:8]([CH2:27][CH:28]=[O:29])[C:9]([CH:11]1[C:14]2[CH:15]=[CH:16][C:17]([O:19][CH2:20][C:21]3[CH:26]=[CH:25][CH:24]=[CH:23][CH:22]=3)=[CH:18][C:13]=2[CH2:12]1)=[O:10])C1C=CC=CC=1.Br[C:31]1[CH:36]=[CH:35][CH:34]=[CH:33][CH:32]=1.C(OCC)(=O)C. Product: [CH2:1]([N:8]1[C:9](=[O:10])[C@@H:11]2[C:14]3[CH:15]=[CH:16][C:17]([O:19][CH2:20][C:21]4[CH:26]=[CH:25][CH:24]=[CH:23][CH:22]=4)=[CH:18][C:13]=3[CH2:12][O:29][C@H:28]2[CH2:27]1)[C:31]1[CH:36]=[CH:35][CH:34]=[CH:33][CH:32]=1. The catalyst class is: 11. (2) Product: [Cl:16][C:17]1[CH:22]=[CH:21][C:20]([CH2:23][C:24](=[O:26])[CH3:25])=[CH:19][C:18]=1[S:27]([NH:1][C:2]1[CH:9]=[CH:8][CH:7]=[C:4]([C:5]#[N:6])[CH:3]=1)(=[O:28])=[O:29]. The catalyst class is: 12. Reactant: [NH2:1][C:2]1[CH:3]=[C:4]([CH:7]=[CH:8][CH:9]=1)[C:5]#[N:6].N1C=CC=CC=1.[Cl:16][C:17]1[CH:22]=[CH:21][C:20]([CH2:23][C:24](=[O:26])[CH3:25])=[CH:19][C:18]=1[S:27](Cl)(=[O:29])=[O:28]. (3) Reactant: [F:1][C:2]1[CH:7]=[CH:6][C:5]([C:8]2[CH:12]=[C:11]([CH2:13][NH:14][C:15]3[C:20]([CH3:21])=[C:19]([CH3:22])[N:18]=[C:17]([N:23]([CH2:33][C:34]4[CH:39]=[CH:38][C:37]([O:40][CH3:41])=[CH:36][CH:35]=4)[CH2:24][C:25]4[CH:30]=[CH:29][C:28]([O:31][CH3:32])=[CH:27][CH:26]=4)[C:16]=3[NH2:42])[O:10][N:9]=2)=[CH:4][CH:3]=1.[C:43](OCC)(OCC)(OCC)[CH2:44][CH3:45].Cl. Product: [CH2:44]([C:45]1[N:14]([CH2:13][C:11]2[O:10][N:9]=[C:8]([C:5]3[CH:6]=[CH:7][C:2]([F:1])=[CH:3][CH:4]=3)[CH:12]=2)[C:15]2[C:20]([CH3:21])=[C:19]([CH3:22])[N:18]=[C:17]([N:23]([CH2:24][C:25]3[CH:30]=[CH:29][C:28]([O:31][CH3:32])=[CH:27][CH:26]=3)[CH2:33][C:34]3[CH:35]=[CH:36][C:37]([O:40][CH3:41])=[CH:38][CH:39]=3)[C:16]=2[N:42]=1)[CH3:43]. The catalyst class is: 11. (4) Reactant: [Si](O[O:9][CH2:10][C@H:11]1[O:15][C@@H:14]([N:16]2[CH:23]=[C:22]([CH2:24][C:25]#[C:26][CH2:27][O:28][CH2:29][CH2:30][NH:31][C:32](=[O:37])[C:33]([F:36])([F:35])[F:34])[C:20](=[O:21])[NH:19][C:17]2=[O:18])[CH2:13][CH2:12]1)(C(C)(C)C)(C)C.[F-].C([N+](CCCC)(CCCC)CCCC)CCC. Product: [F:35][C:33]([F:34])([F:36])[C:32]([NH:31][CH2:30][CH2:29][O:28][CH2:27][C:26]#[C:25][CH2:24][C:22]1[C:20](=[O:21])[NH:19][C:17](=[O:18])[N:16]([CH:23]=1)[C@@H:14]1[O:15][C@H:11]([CH2:10][OH:9])[CH2:12][CH2:13]1)=[O:37]. The catalyst class is: 1. (5) Reactant: [CH2:1]([O:3][C:4](=[O:14])[CH2:5][NH:6][C:7]1[CH:12]=[CH:11][C:10]([CH3:13])=[CH:9][CH:8]=1)[CH3:2].C(OCC)=O.[O-][CH2:21]C.[K+].[S-:24][C:25]#[N:26].[K+].Cl. Product: [CH2:1]([O:3][C:4]([C:5]1[N:6]([C:7]2[CH:8]=[CH:9][C:10]([CH3:13])=[CH:11][CH:12]=2)[C:25]([SH:24])=[N:26][CH:21]=1)=[O:14])[CH3:2]. The catalyst class is: 48.